From a dataset of Reaction yield outcomes from USPTO patents with 853,638 reactions. Predict the reaction yield, written as a fraction of the theoretical maximum amount of product (1.0 means a 100% yield; for example, 0.34 means a 34% yield). (1) The reactants are C(OC(=O)[N:6]([C:31]([CH3:34])([CH3:33])[CH3:32])[CH2:7][C:8]1[CH:13]=[CH:12][CH:11]=[C:10]([C:14]2[CH:19]=[CH:18][N:17]=[C:16]([NH:20][CH2:21][CH2:22][C:23]3[CH:28]=[CH:27][C:26]([OH:29])=[C:25]([Cl:30])[CH:24]=3)[N:15]=2)[CH:9]=1)C=C.C(N(C(C)C)CC)(C)C.CN1C(=O)CC(=O)N(C)C1=O. The catalyst is C(Cl)Cl.C1C=CC([P]([Pd]([P](C2C=CC=CC=2)(C2C=CC=CC=2)C2C=CC=CC=2)([P](C2C=CC=CC=2)(C2C=CC=CC=2)C2C=CC=CC=2)[P](C2C=CC=CC=2)(C2C=CC=CC=2)C2C=CC=CC=2)(C2C=CC=CC=2)C2C=CC=CC=2)=CC=1. The product is [C:31]([NH:6][CH2:7][C:8]1[CH:9]=[C:10]([C:14]2[CH:19]=[CH:18][N:17]=[C:16]([NH:20][CH2:21][CH2:22][C:23]3[CH:28]=[CH:27][C:26]([OH:29])=[C:25]([Cl:30])[CH:24]=3)[N:15]=2)[CH:11]=[CH:12][CH:13]=1)([CH3:34])([CH3:32])[CH3:33]. The yield is 0.860. (2) The reactants are [CH2:1]([Li])[CH2:2][CH2:3][CH3:4].[CH3:6][CH2:7][CH2:8][CH2:9][CH2:10][CH3:11].[OH2:12]. No catalyst specified. The product is [CH:8]1([O:12][CH2:1][CH2:2][C:3]#[CH:4])[CH2:7][CH2:6][CH2:11][CH2:10][CH2:9]1. The yield is 0.710.